Dataset: Forward reaction prediction with 1.9M reactions from USPTO patents (1976-2016). Task: Predict the product of the given reaction. The product is: [C:28]([CH:30]1[CH2:31][N:32]([C:34](=[O:52])[C@H:35]([NH:39][C:40]([C:42]2[C:50]3[C:45](=[N:46][CH:47]=[C:48]([C:6]4[N:7]=[CH:8][N:9]([C:11]5[CH:16]=[C:15]([F:17])[CH:14]=[C:13]([F:18])[C:12]=5[F:19])[CH:10]=4)[N:49]=3)[NH:44][CH:43]=2)=[O:41])[CH:36]2[CH2:38][CH2:37]2)[CH2:33]1)#[N:29]. Given the reactants C([Sn](CCCC)(CCCC)[C:6]1[N:7]=[CH:8][N:9]([C:11]2[CH:16]=[C:15]([F:17])[CH:14]=[C:13]([F:18])[C:12]=2[F:19])[CH:10]=1)CCC.[C:28]([CH:30]1[CH2:33][N:32]([C:34](=[O:52])[C@H:35]([NH:39][C:40]([C:42]2[C:50]3[C:45](=[N:46][CH:47]=[C:48](Br)[N:49]=3)[NH:44][CH:43]=2)=[O:41])[CH:36]2[CH2:38][CH2:37]2)[CH2:31]1)#[N:29], predict the reaction product.